Predict the reactants needed to synthesize the given product. From a dataset of Full USPTO retrosynthesis dataset with 1.9M reactions from patents (1976-2016). (1) Given the product [O:15]=[C:9]1[CH:10]=[CH:11][C:12]([Cl:14])=[CH:13][N:8]1[CH:5]1[CH2:6][CH2:7][CH:2]([N:16]2[CH2:19][CH:18]([NH:20][C:21]([CH2:23][NH:24][C:25](=[O:36])[C:26]3[CH:31]=[CH:30][CH:29]=[C:28]([C:32]([F:35])([F:33])[F:34])[CH:27]=3)=[O:22])[CH2:17]2)[CH2:3][CH2:4]1, predict the reactants needed to synthesize it. The reactants are: O=[C:2]1[CH2:7][CH2:6][CH:5]([N:8]2[CH:13]=[C:12]([Cl:14])[CH:11]=[CH:10][C:9]2=[O:15])[CH2:4][CH2:3]1.[NH:16]1[CH2:19][CH:18]([NH:20][C:21]([CH2:23][NH:24][C:25](=[O:36])[C:26]2[CH:31]=[CH:30][CH:29]=[C:28]([C:32]([F:35])([F:34])[F:33])[CH:27]=2)=[O:22])[CH2:17]1. (2) Given the product [Cl:1][C:2]1[CH:3]=[CH:4][C:5]([OH:11])=[C:6]([CH:10]=1)[C:7]([NH:12][C:13]1[N:18]=[C:17]([O:19][CH3:20])[CH:16]=[C:15]([Cl:21])[N:14]=1)=[O:9], predict the reactants needed to synthesize it. The reactants are: [Cl:1][C:2]1[CH:10]=[C:6]([C:7]([OH:9])=O)[C:5]([OH:11])=[CH:4][CH:3]=1.[NH2:12][C:13]1[N:18]=[C:17]([O:19][CH3:20])[CH:16]=[C:15]([Cl:21])[N:14]=1. (3) Given the product [C:1]([NH:4][N:5]1[CH2:10][C:9]([CH:11]([OH:12])[CH3:28])=[N:8][N:7]([C:13]([O:15][C:16]([CH3:17])([CH3:18])[CH3:19])=[O:14])[C:6]1=[O:20])(=[O:3])[CH3:2], predict the reactants needed to synthesize it. The reactants are: [C:1]([N:4](C(OC(C)(C)C)=O)[N:5]1[CH2:10][C:9]([CH:11]=[O:12])=[N:8][N:7]([C:13]([O:15][C:16]([CH3:19])([CH3:18])[CH3:17])=[O:14])[C:6]1=[O:20])(=[O:3])[CH3:2].[CH3:28][Mg+].[Br-]. (4) Given the product [C:45]([O:35][C:69]([N:17]([CH2:16][CH2:15][CH2:14][N:13]1[C:12]([C:22]2[CH:23]=[CH:24][C:25]([F:28])=[CH:26][CH:27]=2)=[CH:11][S:10][C:9]1=[N:8][C:5]1[CH:6]=[CH:7][C:2]([Cl:31])=[CH:3][C:4]=1[O:29][CH3:30])[CH2:18][C:19]([NH:34][CH2:32][CH3:33])=[O:20])=[O:70])([CH3:44])([CH3:40])[CH3:58], predict the reactants needed to synthesize it. The reactants are: Cl[C:2]1[CH:7]=[CH:6][C:5]([N:8]=[C:9]2[N:13]([CH2:14][CH2:15][CH2:16][NH:17][CH2:18][C:19](O)=[O:20])[C:12]([C:22]3[CH:27]=[CH:26][C:25]([F:28])=[CH:24][CH:23]=3)=[CH:11][S:10]2)=[C:4]([O:29][CH3:30])[CH:3]=1.[ClH:31].[CH2:32]([NH2:34])[CH3:33].[OH2:35].ON1C2C=C[CH:44]=[CH:45][C:40]=2N=N1.Cl.C(N=C=NCCCN(C)C)C.[CH:58](N(CC)C(C)C)(C)C.CN(C)[CH:69]=[O:70]. (5) Given the product [F:19][C:16]1[CH:17]=[CH:18][C:13]([S:12][C:10]2[C:9]3[C:4](=[CH:5][CH:6]=[CH:7][CH:8]=3)[NH:3][C:2](=[O:20])[CH:11]=2)=[CH:14][CH:15]=1, predict the reactants needed to synthesize it. The reactants are: Cl[C:2]1[CH:11]=[C:10]([S:12][C:13]2[CH:18]=[CH:17][C:16]([F:19])=[CH:15][CH:14]=2)[C:9]2[C:4](=[CH:5][CH:6]=[CH:7][CH:8]=2)[N:3]=1.[OH2:20]. (6) Given the product [Cl:1][C:2]1[CH:7]=[CH:6][C:5]([CH2:8][N:9]2[CH2:13][CH2:12][CH2:11][CH2:10]2)=[CH:4][C:3]=1[C:14]1[C:18]([C:19]2[N:23]=[CH:22][N:21]([CH2:24][O:25][CH2:26][CH2:27][Si:28]([CH3:31])([CH3:30])[CH3:29])[N:20]=2)=[CH:17][N:16]([C:32]2[C:37]([CH3:38])=[CH:36][N:35]=[C:34]([NH:39][C:40](=[O:43])[O:41][CH3:42])[CH:33]=2)[N:15]=1, predict the reactants needed to synthesize it. The reactants are: [Cl:1][C:2]1[CH:7]=[CH:6][C:5]([CH2:8][N:9]2[CH2:13][CH2:12][CH2:11][CH2:10]2)=[CH:4][C:3]=1[C:14]1[C:18]([C:19]2[N:23]=[CH:22][N:21]([CH2:24][O:25][CH2:26][CH2:27][Si:28]([CH3:31])([CH3:30])[CH3:29])[N:20]=2)=[CH:17][N:16]([C:32]2[C:37]([CH3:38])=[CH:36][N:35]=[C:34]([NH2:39])[CH:33]=2)[N:15]=1.[C:40](Cl)(=[O:43])[O:41][CH3:42]. (7) Given the product [CH3:20][O:21][C:22]([N:8]1[CH2:7][CH2:6][C:5]2[N:4]=[C:3]([Cl:2])[CH:12]=[CH:11][C:10]=2[CH2:9]1)=[O:23], predict the reactants needed to synthesize it. The reactants are: Cl.[Cl:2][C:3]1[CH:12]=[CH:11][C:10]2[CH2:9][NH:8][CH2:7][CH2:6][C:5]=2[N:4]=1.CCN(CC)CC.[CH3:20][O:21][C:22](Cl)=[O:23]. (8) Given the product [CH2:1]([NH:3][C:4]([C:6]1[C:14]2[C:9](=[N:10][CH:11]=[C:12]([O:58][C:48]3[C:57]4[C:52](=[CH:53][CH:54]=[CH:55][CH:56]=4)[CH:51]=[CH:50][CH:49]=3)[N:13]=2)[NH:8][CH:7]=1)=[O:5])[CH3:2], predict the reactants needed to synthesize it. The reactants are: [CH2:1]([NH:3][C:4]([C:6]1[C:14]2[C:9](=[N:10][CH:11]=[C:12](Br)[N:13]=2)[N:8](COCC[Si](C)(C)C)[CH:7]=1)=[O:5])[CH3:2].C(NC(C1C2C(=NC=C(Br)N=2)N(COCC[Si](C)(C)C)C=1)=O)(C)C.[C:48]1([OH:58])[C:57]2[C:52](=[CH:53][CH:54]=[CH:55][CH:56]=2)[CH:51]=[CH:50][CH:49]=1.C(C1C=C(O)C=CC=1)#N. (9) Given the product [Cl:1][C:2]1[CH:11]=[CH:10][CH:9]=[C:8]2[C:3]=1[CH2:4][CH2:5][N:6]([C:18]([C:17]1[CH:21]=[C:22]([S:25]([CH3:28])(=[O:27])=[O:26])[CH:23]=[CH:24][C:16]=1[O:15][CH:12]([CH3:14])[CH3:13])=[O:19])[CH2:7]2, predict the reactants needed to synthesize it. The reactants are: [Cl:1][C:2]1[CH:11]=[CH:10][CH:9]=[C:8]2[C:3]=1[CH2:4][CH2:5][NH:6][CH2:7]2.[CH:12]([O:15][C:16]1[CH:24]=[CH:23][C:22]([S:25]([CH3:28])(=[O:27])=[O:26])=[CH:21][C:17]=1[C:18](O)=[O:19])([CH3:14])[CH3:13]. (10) The reactants are: [CH2:1]([O:3][C:4](=[O:16])[CH2:5][CH2:6][NH:7][CH:8]([CH3:15])[CH2:9][C:10]([O:12][CH2:13][CH3:14])=[O:11])[CH3:2].O1CCOCC1.C(=O)([O-])[O-].[K+].[K+].[C:29](O[C:29]([O:31][C:32]([CH3:35])([CH3:34])[CH3:33])=[O:30])([O:31][C:32]([CH3:35])([CH3:34])[CH3:33])=[O:30]. Given the product [CH3:33][C:32]([O:31][C:29]([N:7]([CH2:6][CH2:5][C:4]([O:3][CH2:1][CH3:2])=[O:16])[CH:8]([CH3:15])[CH2:9][C:10]([O:12][CH2:13][CH3:14])=[O:11])=[O:30])([CH3:35])[CH3:34], predict the reactants needed to synthesize it.